From a dataset of Retrosynthesis with 50K atom-mapped reactions and 10 reaction types from USPTO. Predict the reactants needed to synthesize the given product. Given the product CCCN(C(C)=O)c1ccc(C(=O)N2CCN(CCc3ccc(Cl)cc3)CC2)cc1, predict the reactants needed to synthesize it. The reactants are: CC(=O)Nc1ccc(C(=O)N2CCN(CCc3ccc(Cl)cc3)CC2)cc1.CCCI.